From a dataset of Full USPTO retrosynthesis dataset with 1.9M reactions from patents (1976-2016). Predict the reactants needed to synthesize the given product. (1) Given the product [Si:15]([O:14][C:11]1[CH:12]=[CH:13][C:8]([C:6]2[N:7]=[C:2]([C:27]3[S:23][C:24]4[CH:33]=[CH:32][S:31][C:25]=4[CH:26]=3)[C:3]([NH2:22])=[N:4][CH:5]=2)=[CH:9][CH:10]=1)([C:18]([CH3:21])([CH3:20])[CH3:19])([CH3:17])[CH3:16], predict the reactants needed to synthesize it. The reactants are: Br[C:2]1[C:3]([NH2:22])=[N:4][CH:5]=[C:6]([C:8]2[CH:13]=[CH:12][C:11]([O:14][Si:15]([C:18]([CH3:21])([CH3:20])[CH3:19])([CH3:17])[CH3:16])=[CH:10][CH:9]=2)[N:7]=1.[S:23]1[C:27](B(O)O)=[CH:26][C:25]2[S:31][CH:32]=[CH:33][C:24]1=2.C([O-])([O-])=O.[Na+].[Na+].O. (2) Given the product [C:1]([O:5][C:6]([NH:8][C@@H:9]1[C@H:14]([NH:15][C:16]2[N:21]=[C:20]([C:38]3[S:39][CH:40]=[C:36]([F:35])[CH:37]=3)[C:19]3[C:23](=[O:33])[N:24]([C:26]([O:28][C:29]([CH3:32])([CH3:31])[CH3:30])=[O:27])[CH2:25][C:18]=3[C:17]=2[F:34])[CH2:13][CH2:12][O:11][CH2:10]1)=[O:7])([CH3:4])([CH3:3])[CH3:2], predict the reactants needed to synthesize it. The reactants are: [C:1]([O:5][C:6]([NH:8][C@@H:9]1[C@H:14]([NH:15][C:16]2[N:21]=[C:20](Cl)[C:19]3[C:23](=[O:33])[N:24]([C:26]([O:28][C:29]([CH3:32])([CH3:31])[CH3:30])=[O:27])[CH2:25][C:18]=3[C:17]=2[F:34])[CH2:13][CH2:12][O:11][CH2:10]1)=[O:7])([CH3:4])([CH3:3])[CH3:2].[F:35][C:36]1[CH:37]=[C:38](B2OC(C)(C)C(C)(C)O2)[S:39][CH:40]=1.P([O-])([O-])([O-])=O.[K+].[K+].[K+].